This data is from Reaction yield outcomes from USPTO patents with 853,638 reactions. The task is: Predict the reaction yield, written as a fraction of the theoretical maximum amount of product (1.0 means a 100% yield; for example, 0.34 means a 34% yield). The reactants are [CH3:1][O:2][C:3]([CH3:18])([CH3:17])[CH2:4][C@H:5]([NH:9][C:10](=[O:16])[O:11][C:12]([CH3:15])([CH3:14])[CH3:13])[CH2:6][NH:7][CH3:8].C([O-])([O-])=O.[K+].[K+].[C:25]([O:34]N1C(=O)CCC1=O)([O:27][CH2:28][CH2:29][Si:30]([CH3:33])([CH3:32])[CH3:31])=O. The catalyst is CC(C)=O.O. The yield is 0.150. The product is [CH3:1][O:2][C:3]([CH3:18])([CH3:17])[CH2:4][C@H:5]([NH:9][C:10](=[O:16])[O:11][C:12]([CH3:14])([CH3:13])[CH3:15])[CH2:6][N:7]([CH3:8])[C:25]([O:27][CH2:28][CH2:29][Si:30]([CH3:31])([CH3:32])[CH3:33])=[O:34].